Predict the reaction yield, written as a fraction of the theoretical maximum amount of product (1.0 means a 100% yield; for example, 0.34 means a 34% yield). From a dataset of Reaction yield outcomes from USPTO patents with 853,638 reactions. (1) The reactants are [C:1]([C:5]1[O:9][N:8]=[C:7]([N:10]2[C:14](=[O:15])[C:13]([O:16][CH3:17])=[C:12]([CH3:18])[CH2:11]2)[C:6]=1[C:19]#[N:20])([CH3:4])([CH3:3])[CH3:2].[O:21]=C(CC)C(O)=O.C=O.NC1C(C#N)=C(C(C)(C)C)ON=1.CC(C)(C)C(O)=O.C(Cl)(Cl)(Cl)Cl.BrN1C(=O)CCC1=O.N(C(C)(C)C#N)=NC(C)(C)C#N. No catalyst specified. The product is [C:1]([C:5]1[O:9][N:8]=[C:7]([N:10]2[C:14](=[O:15])[C:13]([O:16][CH3:17])=[C:12]([CH3:18])[CH:11]2[OH:21])[C:6]=1[C:19]#[N:20])([CH3:4])([CH3:2])[CH3:3]. The yield is 0.482. (2) The reactants are [CH3:1][O:2][C:3]1[CH:11]=[C:7]([C:8]([OH:10])=[O:9])[C:6]([NH2:12])=[CH:5][CH:4]=1.[C:13](OC(=O)C)(=O)[CH3:14]. No catalyst specified. The product is [CH3:13][C:14]1[O:9][C:8](=[O:10])[C:7]2[CH:11]=[C:3]([O:2][CH3:1])[CH:4]=[CH:5][C:6]=2[N:12]=1. The yield is 0.770. (3) The reactants are Br[CH2:2][CH2:3][CH2:4][C:5]1[CH:12]=[CH:11][C:8]([C:9]#[N:10])=[CH:7][CH:6]=1.C([O-])([O-])=O.[K+].[K+].[CH2:19]([CH2:21][NH2:22])[OH:20]. The catalyst is C(#N)C. The product is [OH:20][CH2:19][CH2:21][NH:22][CH2:2][CH2:3][CH2:4][C:5]1[CH:12]=[CH:11][C:8]([C:9]#[N:10])=[CH:7][CH:6]=1. The yield is 0.575. (4) The reactants are F[B-](F)(F)F.[F:6][S:7]([F:19])([F:18])([F:17])([F:16])[C:8]1[CH:13]=[CH:12][C:11]([N+:14]#[N:15])=[CH:10][CH:9]=1.[NH2:20][C:21]1[CH:26]=[CH:25][CH:24]=[CH:23][CH:22]=1. The catalyst is C(O)C. The product is [NH2:20][C:21]1[CH:26]=[CH:25][C:24](/[N:15]=[N:14]/[C:11]2[CH:12]=[CH:13][C:8]([S:7]([F:16])([F:17])([F:18])([F:19])[F:6])=[CH:9][CH:10]=2)=[CH:23][CH:22]=1. The yield is 0.220. (5) The reactants are C([O:8][C:9]1[CH:14]=[CH:13][C:12]([C:15]2[O:16][C:17]([CH3:36])=[C:18]([CH2:20][CH2:21][O:22][C:23]3[CH:35]=[CH:34][C:26]([O:27][C:28]([CH3:33])([CH3:32])[C:29]([OH:31])=[O:30])=[CH:25][CH:24]=3)[N:19]=2)=[CH:11][CH:10]=1)C1C=CC=CC=1. The catalyst is [Pd].O1CCCC1.CO.C(Cl)Cl. The product is [OH:8][C:9]1[CH:14]=[CH:13][C:12]([C:15]2[O:16][C:17]([CH3:36])=[C:18]([CH2:20][CH2:21][O:22][C:23]3[CH:35]=[CH:34][C:26]([O:27][C:28]([CH3:32])([CH3:33])[C:29]([OH:31])=[O:30])=[CH:25][CH:24]=3)[N:19]=2)=[CH:11][CH:10]=1. The yield is 0.370. (6) The reactants are [Na].[NH:2]1[CH:6]=[N:5][CH:4]=[N:3]1.[H-].[Na+].Br[CH2:10][CH2:11][CH2:12][Cl:13]. The catalyst is CN(C)C=O. The product is [Cl:13][CH2:12][CH2:11][CH2:10][N:2]1[CH:6]=[N:5][CH:4]=[N:3]1. The yield is 0.350. (7) The reactants are [N+]([C:4]1[CH:11]=[CH:10][CH:9]=[C:6]([C:7]#[N:8])[C:5]=1[C:12]#[N:13])([O-])=O.[NH2:14][C:15]1[CH:20]=[CH:19][CH:18]=[CH:17][C:16]=1[OH:21].C(=O)([O-])[O-].[K+].[K+].O. The catalyst is CN(C=O)C. The product is [NH2:14][C:15]1[CH:20]=[CH:19][CH:18]=[CH:17][C:16]=1[O:21][C:11]1[CH:4]=[C:5]([C:12]#[N:13])[C:6](=[CH:9][CH:10]=1)[C:7]#[N:8]. The yield is 0.970.